From a dataset of Forward reaction prediction with 1.9M reactions from USPTO patents (1976-2016). Predict the product of the given reaction. (1) Given the reactants [CH3:1][O:2][C:3](=[O:10])[C:4](=[N:8]O)[C:5](=[O:7])[CH3:6].[ClH:11], predict the reaction product. The product is: [ClH:11].[CH3:1][O:2][C:3](=[O:10])[CH:4]([NH2:8])[C:5](=[O:7])[CH3:6]. (2) Given the reactants Cl[C:2]1[CH:7]=[CH:6][N:5]2[N:8]=[CH:9][C:10]([C:11]([NH:13][C@@H:14]([C:19]3[CH:24]=[CH:23][C:22]([O:25][C:26]([F:29])([F:28])[F:27])=[CH:21][CH:20]=3)[C:15]([OH:18])([CH3:17])[CH3:16])=[O:12])=[C:4]2[N:3]=1.[O:30]1[CH2:35][CH:34]=[C:33](B2OC(C)(C)C(C)(C)O2)[CH2:32][CH2:31]1.C(=O)([O-])[O-].[K+].[K+].C1(C)C=CC=CC=1, predict the reaction product. The product is: [O:30]1[CH2:31][CH:32]=[C:33]([C:2]2[CH:7]=[CH:6][N:5]3[N:8]=[CH:9][C:10]([C:11]([NH:13][C@@H:14]([C:19]4[CH:24]=[CH:23][C:22]([O:25][C:26]([F:29])([F:28])[F:27])=[CH:21][CH:20]=4)[C:15]([OH:18])([CH3:17])[CH3:16])=[O:12])=[C:4]3[N:3]=2)[CH2:34][CH2:35]1. (3) Given the reactants [N:1]([C:4]1[CH:5]=[C:6]([CH2:12][C:13]([NH2:15])=[O:14])[CH:7]=[CH:8][C:9]=1[O:10][CH3:11])=[C:2]=[S:3].[NH3:16].CO, predict the reaction product. The product is: [CH3:11][O:10][C:9]1[CH:8]=[CH:7][C:6]([CH2:12][C:13]([NH2:15])=[O:14])=[CH:5][C:4]=1[NH:1][C:2]([NH2:16])=[S:3]. (4) The product is: [NH2:11][C:10]1[CH:9]=[CH:8][C:4]([C:5]([OH:7])=[O:6])=[CH:3][C:2]=1[NH:1][C:18]([NH:17][C:15](=[O:16])[C:14]1[CH:20]=[CH:21][C:22]([F:24])=[CH:23][C:13]=1[Cl:12])=[O:19]. Given the reactants [NH2:1][C:2]1[CH:3]=[C:4]([CH:8]=[CH:9][C:10]=1[NH2:11])[C:5]([OH:7])=[O:6].[Cl:12][C:13]1[CH:23]=[C:22]([F:24])[CH:21]=[CH:20][C:14]=1[C:15]([N:17]=[C:18]=[O:19])=[O:16].ClCCl, predict the reaction product. (5) Given the reactants [CH:1]1([C@@H:4]([NH2:6])[CH3:5])[CH2:3][CH2:2]1.[CH:7](=O)[C:8]1[CH:13]=[CH:12][CH:11]=[CH:10][CH:9]=1.C(O[BH-](OC(=O)C)OC(=O)C)(=O)C.[Na+].[OH-].[Na+], predict the reaction product. The product is: [CH2:7]([NH:6][C@H:4]([CH:1]1[CH2:3][CH2:2]1)[CH3:5])[C:8]1[CH:13]=[CH:12][CH:11]=[CH:10][CH:9]=1. (6) Given the reactants [N:1]1([C:11]([O:13][C:14]([CH3:17])([CH3:16])[CH3:15])=[O:12])[CH2:6][CH2:5][CH:4]([C:7]([O:9][CH3:10])=[O:8])[CH2:3][CH2:2]1.I[CH:19]([CH3:21])[CH3:20].C[Si](C)(C)N[Si](C)(C)C.[Li], predict the reaction product. The product is: [CH:19]([C:4]1([C:7]([O:9][CH3:10])=[O:8])[CH2:3][CH2:2][N:1]([C:11]([O:13][C:14]([CH3:17])([CH3:16])[CH3:15])=[O:12])[CH2:6][CH2:5]1)([CH3:21])[CH3:20].